Task: Predict which catalyst facilitates the given reaction.. Dataset: Catalyst prediction with 721,799 reactions and 888 catalyst types from USPTO Product: [N:36]1([CH:32]2[CH2:31][CH2:30][CH:29]([N:3]3[C:2](=[O:1])[C:7]([CH2:8][C:9]4[CH:10]=[CH:11][C:12]([C:15]5[C:16]([C:21]#[N:22])=[CH:17][CH:18]=[CH:19][CH:20]=5)=[CH:13][CH:14]=4)=[C:6]([CH2:23][CH2:24][CH3:25])[N:5]4[N:26]=[CH:27][N:28]=[C:4]34)[CH2:34][CH2:33]2)[CH2:41][CH2:40][O:39][CH2:38][CH2:37]1. Reactant: [O:1]=[C:2]1[C:7]([CH2:8][C:9]2[CH:14]=[CH:13][C:12]([C:15]3[C:16]([C:21]#[N:22])=[CH:17][CH:18]=[CH:19][CH:20]=3)=[CH:11][CH:10]=2)=[C:6]([CH2:23][CH2:24][CH3:25])[N:5]2[N:26]=[CH:27][N:28]=[C:4]2[N:3]1[CH:29]1[CH2:34][CH2:33][C:32](=O)[CH2:31][CH2:30]1.[NH:36]1[CH2:41][CH2:40][O:39][CH2:38][CH2:37]1.C([BH3-])#N.[Na+].O. The catalyst class is: 15.